Binary Classification. Given a miRNA mature sequence and a target amino acid sequence, predict their likelihood of interaction. From a dataset of Experimentally validated miRNA-target interactions with 360,000+ pairs, plus equal number of negative samples. (1) The miRNA is hsa-miR-6742-3p with sequence ACCUGGGUUGUCCCCUCUAG. The protein sequence of the target gene is MAKYQGEVQSLKLDDDSVIEGVSDQVLVAVVVSFALIATLVYALFRNVHQNIHPENQELVRVLREQLQTEQDAPAATRQQFYTDMYCPICLHQASFPVETNCGHLFCGACIIAYWRYGSWLGAISCPICRQTVTLLLTVFGEDDQSQDVLRLHQDINDYNRRFSGQPRSIMERIMDLPTLLRHAFREMFSVGGLFWMFRIRIILCLMGAFFYLISPLDFVPEALFGILGFLDDFFVIFLLLIYISIMYREVITQRLTR. Result: 1 (interaction). (2) The miRNA is hsa-miR-548az-5p with sequence CAAAAGUGAUUGUGGUUUUUGC. The protein sequence of the target gene is MARTAPVEPPLRHSAPPSPAAGEPRTSVEAAVAPRRVLFADEALGLPLAQLRRYRPWGGPGAGKMAAAAGQDGGGGGGADEDDDGEDGDEGEEEEEACPEPSPLCPVPAGGGFYLVPTFSLPPAPGRLERLGRVMVELEALLPPPGAVPGGAGVWVPGGRPPVLRGLVRVLNRSFEKAVHVRASHDGWASFCDHPARYVPRSPPWAGAGGTGAGDPILDPGLGLGPGQASASSPDDGGRTDRFAFQLPFAEGAGDGARLDFVVRYETPEGTFWANNHGRNYTVLLRIAPAPTPTDAEGLP.... Result: 1 (interaction). (3) The miRNA is mmu-miR-3102-3p with sequence GAGCACCCCAUUGGCUACCCACA. The protein sequence of the target gene is MVQWLAMLQLLWLQQLLLLGIHQGIAQDLTHIQEPSLEWRDKGIFIIQSESLKTCIQAGKSVLTLENCKQPNEHMLWKWVSDDHLFNVGGSGCLGLNISALEQPLKLYECDSTLISLRWHCDRKMIEGPLQYKVQVKSDNTVVARKQIHRWIAYTSSGGDICEHPSRDLYTLKGNAHGMPCVFPFQFKGHWHHDCIREGQKEHLLWCATTSRYEEDEKWGFCPDPTSMKVFCDATWQRNGSSRICYQFNLLSSLSWNQAHSSCLMQGGALLSIADEDEEDFIRKHLSKVVKEVWIGLNQL.... Result: 0 (no interaction). (4) The miRNA is hsa-miR-6516-5p with sequence UUUGCAGUAACAGGUGUGAGCA. The protein sequence of the target gene is MSSGTELLWPGAALLVLLGVAASLCVRCSRPGAKRSEKIYQQRSLREDQQSFTGSRTYSLVGQAWPGPLADMAPTRKDKLLQFYPSLEDPASSRYQNFSKGSRHGSEEAYIDPIAMEYYNWGRFSKPPEDDDANSYENVLICKQKTTETGAQQEGIGGLCRGDLSLSLALKTGPTSGLCPSASPEEDEESEDYQNSASIHQWRESRKVMGQLQREASPGPVGSPDEEDGEPDYVNGEVAATEA. Result: 1 (interaction). (5) The miRNA is hsa-miR-425-5p with sequence AAUGACACGAUCACUCCCGUUGA. The protein sequence of the target gene is MPGEATETVPATEQELPQSQAETGSGTASDSGESVPGIEEQDSTQTTTQKAWLVAAAEIDEEPVGKAKQSRSEKRARKAMSKLGLLQVTGVTRVTIWKSKNILFVITKLDVYKSPASDAYIVFGEAKIQDLSQQAQLAAAEKFRVQGEAVGNIQENTQTPTVQEESEEEEVDETGVEVKDVKLVMSQANVSRAKAVRALKNNSNDIVNAIMELTV. Result: 0 (no interaction). (6) The miRNA is hsa-miR-6715a-3p with sequence CCAAACCAGUCGUGCCUGUGG. The protein sequence of the target gene is MAACTARRALAVGSRWWSRSLTGARWPRPLCAAAGAGAFSPASTTTTRRHLSSRNRPEGKVLETVGVFEVPKQNGKYETGQLFLHSIFGYRGVVLFPWQARLYDRDVASAAPEKAENPAGHGSKEVKGKTHTYYQVLIDARDCPHISQRSQTEAVTFLANHDDSRALYAIPGLDYVSHEDILPYTSTDQVPIQHELFERFLLYDQTKAPPFVARETLRAWQEKNHPWLELSDVHRETTENIRVTVIPFYMGMREAQNSHVYWWRYCIRLENLDSDVVQLRERHWRIFSLSGTLETVRGRG.... Result: 1 (interaction). (7) The miRNA is mmu-miR-351-5p with sequence UCCCUGAGGAGCCCUUUGAGCCUG. The protein sequence of the target gene is MSRPSSTGPSANKPCSKQPPPPQTPHAPSPAAPPAAATISAAGPGSSAVPAAAAVISGPGAGGGADPVSPQHHELTSLFECPVCFDYVLPPILQCQAGHLVCNQCRQKLSCCPTCRGALTPSIRNLAMEKVASAVLFPCKYATTGCSLTLHHTEKPEHEDICEYRPYSCPCPGASCKWQGSLEAVMSHLMHAHKSITTLQGEDIVFLATDINLPGAVDWVMMQSCFGHHFMLVLEKQEKYEGHQQFFAIVLLIGTRKQAENFAYRLELNGNRRRLTWEATPRSIHDGVAAAIMNSDCLVF.... Result: 1 (interaction). (8) Result: 1 (interaction). The protein sequence of the target gene is MVKLANPLYTEWILEAIQKIKKQKQRPSEERICHAVSTSHGLDKKTVSEQLELSVQDGSVLKVTNKGLASYKDPDNPGRFSSVKPGTFPKSAKGSRGSCNDLRNVDWNKLLRRAIEGLEEPNGSSLKNIEKYLRSQSDLTSTTNNPAFQQRLRLGAKRAVNNGRLLKDGPQYRVNYGSLDGKGAPQYPSAFPSSLPPVSLLPHEKDQPRADPIPICSFCLGTKESNREKKPEELLSCADCGSSGHPSCLKFCPELTTNVKALRWQCIECKTCSACRVQGRNADNMLFCDSCDRGFHMECC.... The miRNA is hsa-miR-6855-3p with sequence AGACUGACCUUCAACCCCACAG. (9) The miRNA is mmu-miR-410-5p with sequence AGGUUGUCUGUGAUGAGUUCG. The protein sequence of the target gene is MQGPYSLNGYRVRVYRQDSATQWFTGIITHHDLFTRTMIVMNDQVLEPQNVDPSMVQMTFLDDVVHSLLKGENIGITSRRRSRASQNISTVHGHYTRAQANSPRPAMNSQAAVPKQNTHQQQQQRSIRPNKRKGSDSSIPDEEKMKEDKYDCVSRGENPKGKNKHVVTKRRKPEEAEKRLSMKRLRTDNASDASESSDAESSSKRVTETSSSEPMPEYEPKNKVTSKVNGEEGQSQAAEEAGEETLIDTRPPWDQMQEDKNHNEGEKPKSTDSHLQDKMTLRSSEQATVADHNSNDSVLQ.... Result: 0 (no interaction). (10) The miRNA is mmu-miR-181b-1-3p with sequence CUCACUGAACAAUGAAUGCAA. The protein sequence of the target gene is MSNRVVCREASHAGSWYTASGPQLNAQLEGWLSQVQSTKRPARAIIAPHAGYTYCGSCAAHAYKQVDPSITRRIFILGPSHHVPLSRCALSSVDIYRTPLYDLRIDQKIYGELWKTGMFERMSLQTDEDEHSIEMHLPYTAKAMESHKDEFTIIPVLVGALSESKEQEFGKLFSKYLADPSNLFVVSSDFCHWGQRFRYSYYDESQGEIYRSIEHLDKMGMSIIEQLDPVSFSNYLKKYHNTICGRHPIGVLLNAITELQKNGMNMSFSFLNYAQSSQCRNWQDSSVSYAAGALTVH. Result: 0 (no interaction).